Dataset: Peptide-MHC class I binding affinity with 185,985 pairs from IEDB/IMGT. Task: Regression. Given a peptide amino acid sequence and an MHC pseudo amino acid sequence, predict their binding affinity value. This is MHC class I binding data. (1) The peptide sequence is REQASYLYV. The MHC is HLA-A01:01 with pseudo-sequence HLA-A01:01. The binding affinity (normalized) is 0.0847. (2) The peptide sequence is NDEIMRMC. The MHC is H-2-Kb with pseudo-sequence H-2-Kb. The binding affinity (normalized) is 0.0177. (3) The peptide sequence is ITIRVTSNGL. The MHC is HLA-A02:01 with pseudo-sequence HLA-A02:01. The binding affinity (normalized) is 0.0804. (4) The peptide sequence is RQLESRLGY. The MHC is HLA-B46:01 with pseudo-sequence HLA-B46:01. The binding affinity (normalized) is 0.0847. (5) The peptide sequence is KALMQLTTK. The MHC is HLA-A33:01 with pseudo-sequence HLA-A33:01. The binding affinity (normalized) is 0.0912. (6) The peptide sequence is IFIRTIYYH. The MHC is HLA-B27:03 with pseudo-sequence HLA-B27:03. The binding affinity (normalized) is 0.0847.